The task is: Predict the reactants needed to synthesize the given product.. This data is from Full USPTO retrosynthesis dataset with 1.9M reactions from patents (1976-2016). (1) Given the product [C:60]([O:59][C:57]([N:53]1[CH2:54][C@@H:55]([OH:56])[C@H:51]([NH:50][C:12]([C:11]2[CH:10]=[N:9][C:8]([C:4]3[CH:5]=[CH:6][CH:7]=[C:2]([F:1])[CH:3]=3)=[CH:16][CH:15]=2)=[O:14])[CH2:52]1)=[O:58])([CH3:63])([CH3:61])[CH3:62], predict the reactants needed to synthesize it. The reactants are: [F:1][C:2]1[CH:3]=[C:4]([C:8]2[CH:16]=[CH:15][C:11]([C:12]([OH:14])=O)=[CH:10][N:9]=2)[CH:5]=[CH:6][CH:7]=1.CN(C(ON1N=NC2C=CC=NC1=2)=[N+](C)C)C.F[P-](F)(F)(F)(F)F.CCN(C(C)C)C(C)C.[NH2:50][C@H:51]1[C@H:55]([OH:56])[CH2:54][N:53]([C:57]([O:59][C:60]([CH3:63])([CH3:62])[CH3:61])=[O:58])[CH2:52]1. (2) Given the product [CH3:13][N:11]([CH3:12])[C:9](=[O:10])[C@H:8]([C:5]1[CH:6]=[CH:7][C:2]([NH:1][C:20]2[C:21](=[O:46])[N:22]([CH3:45])[CH:23]=[C:24]([C:26]3[C:27]([CH3:44])=[C:28]([NH:32][C:33]([C:35]4[S:39][C:38]5[CH2:40][CH2:41][CH2:42][CH2:43][C:37]=5[CH:36]=4)=[O:34])[CH:29]=[CH:30][CH:31]=3)[N:25]=2)=[CH:3][CH:4]=1)[N:14]([CH:16]([CH3:18])[CH3:17])[CH3:15], predict the reactants needed to synthesize it. The reactants are: [NH2:1][C:2]1[CH:7]=[CH:6][C:5]([C@H:8]([N:14]([CH:16]([CH3:18])[CH3:17])[CH3:15])[C:9]([N:11]([CH3:13])[CH3:12])=[O:10])=[CH:4][CH:3]=1.Br[C:20]1[C:21](=[O:46])[N:22]([CH3:45])[CH:23]=[C:24]([C:26]2[C:27]([CH3:44])=[C:28]([NH:32][C:33]([C:35]3[S:39][C:38]4[CH2:40][CH2:41][CH2:42][CH2:43][C:37]=4[CH:36]=3)=[O:34])[CH:29]=[CH:30][CH:31]=2)[N:25]=1.C(=O)([O-])[O-].[Cs+].[Cs+].CC1(C)C2C(=C(P(C3C=CC=CC=3)C3C=CC=CC=3)C=CC=2)OC2C(P(C3C=CC=CC=3)C3C=CC=CC=3)=CC=CC1=2.